This data is from Catalyst prediction with 721,799 reactions and 888 catalyst types from USPTO. The task is: Predict which catalyst facilitates the given reaction. (1) Reactant: [CH3:1][O:2][C:3](=[O:34])[N:4]([CH2:12][C:13]1[CH:18]=[C:17]([C:19]([F:22])([F:21])[F:20])[CH:16]=[CH:15][C:14]=1[C:23]1[CH:28]=[C:27]([CH:29]([CH3:31])[CH3:30])[CH:26]=[CH:25][C:24]=1[O:32][CH3:33])[CH2:5][C:6]1[CH:7]=[N:8][CH:9]=[CH:10][CH:11]=1.C1C=C(Cl)C=C(C(OO)=[O:43])C=1.OS([O-])=O.[Na+]. Product: [CH3:1][O:2][C:3](=[O:34])[N:4]([CH2:12][C:13]1[CH:18]=[C:17]([C:19]([F:21])([F:22])[F:20])[CH:16]=[CH:15][C:14]=1[C:23]1[CH:28]=[C:27]([CH:29]([CH3:30])[CH3:31])[CH:26]=[CH:25][C:24]=1[O:32][CH3:33])[CH2:5][C:6]1[CH:7]=[N+:8]([O-:43])[CH:9]=[CH:10][CH:11]=1. The catalyst class is: 2. (2) Reactant: [F:1][CH2:2][CH2:3][NH:4][C:5]1[CH:12]=[CH:11][C:8]([C:9]#[N:10])=[C:7]([C:13]([F:16])([F:15])[F:14])[CH:6]=1.FCCN(CCF)C1C=CC(C#N)=C(C(F)(F)F)C=1.C([O-])([O-])=O.[Cs+].[Cs+].Br[CH2:43][C:44]([O:46][CH3:47])=[O:45]. Product: [C:9]([C:8]1[CH:11]=[CH:12][C:5]([N:4]([CH2:3][CH2:2][F:1])[CH2:43][C:44]([O:46][CH3:47])=[O:45])=[CH:6][C:7]=1[C:13]([F:14])([F:15])[F:16])#[N:10]. The catalyst class is: 10. (3) Reactant: [Br:1][C:2]1[C:3](/[CH:16]=[C:17](\[CH2:23][CH2:24][CH3:25])/[C:18]([O:20]CC)=[O:19])=[C:4]([O:14][CH3:15])[C:5]2[C:10]([C:11]=1[O:12][CH3:13])=[CH:9][CH:8]=[CH:7][CH:6]=2.COC1C2C(=CC=CC=2)C(OC)=CC=1/C=C(\C)/C(O)=O. Product: [Br:1][C:2]1[C:3](/[CH:16]=[C:17](\[CH2:23][CH2:24][CH3:25])/[C:18]([OH:20])=[O:19])=[C:4]([O:14][CH3:15])[C:5]2[C:10]([C:11]=1[O:12][CH3:13])=[CH:9][CH:8]=[CH:7][CH:6]=2. The catalyst class is: 25. (4) Reactant: [OH:1][C:2]([CH3:35])([CH3:34])[CH2:3][C@@:4]1([C:28]2[CH:33]=[CH:32][CH:31]=[CH:30][CH:29]=2)[O:9][C:8](=[O:10])[N:7]([C@H:11]([C:13]2[CH:18]=[CH:17][C:16](B3OC(C)(C)C(C)(C)O3)=[CH:15][CH:14]=2)[CH3:12])[CH2:6][CH2:5]1.Br[C:37]1[CH:42]=[CH:41][C:40]([F:43])=[CH:39][N:38]=1. Product: [F:43][C:40]1[CH:41]=[CH:42][C:37]([C:16]2[CH:17]=[CH:18][C:13]([C@@H:11]([N:7]3[CH2:6][CH2:5][C@:4]([CH2:3][C:2]([OH:1])([CH3:34])[CH3:35])([C:28]4[CH:29]=[CH:30][CH:31]=[CH:32][CH:33]=4)[O:9][C:8]3=[O:10])[CH3:12])=[CH:14][CH:15]=2)=[N:38][CH:39]=1. The catalyst class is: 13.